Task: Predict the reaction yield, written as a fraction of the theoretical maximum amount of product (1.0 means a 100% yield; for example, 0.34 means a 34% yield).. Dataset: Reaction yield outcomes from USPTO patents with 853,638 reactions The reactants are [C:1]1([C:7]([CH2:15][CH2:16][CH3:17])([CH2:12][CH2:13][CH3:14])[C:8]([O:10]C)=[O:9])[CH:6]=[CH:5][CH:4]=[CH:3][CH:2]=1. The catalyst is O1CCCC1. The product is [C:1]1([C:7]([CH2:15][CH2:16][CH3:17])([CH2:12][CH2:13][CH3:14])[C:8]([OH:10])=[O:9])[CH:6]=[CH:5][CH:4]=[CH:3][CH:2]=1. The yield is 0.950.